The task is: Predict which catalyst facilitates the given reaction.. This data is from Catalyst prediction with 721,799 reactions and 888 catalyst types from USPTO. (1) Reactant: [Cl:1][C:2]1[C:3]([CH2:12][CH:13]([NH2:15])[CH3:14])=[N:4][CH:5]=[C:6]([C:8]([F:11])([F:10])[F:9])[CH:7]=1.[F:16][CH:17]([F:28])[C:18]1[C:22]([C:23](O)=[O:24])=[C:21]([F:26])[N:20]([CH3:27])[N:19]=1.ON1C2C=CC=CC=2N=N1.C(N(CC)CC)C. Product: [Cl:1][C:2]1[C:3]([CH2:12][CH:13]([NH:15][C:23]([C:22]2[C:18]([CH:17]([F:28])[F:16])=[N:19][N:20]([CH3:27])[C:21]=2[F:26])=[O:24])[CH3:14])=[N:4][CH:5]=[C:6]([C:8]([F:11])([F:9])[F:10])[CH:7]=1. The catalyst class is: 9. (2) Reactant: [C:1]([C@@H:4]([O:16][C:17]([N:19]1[CH2:24][CH2:23][O:22][CH2:21][CH2:20]1)=[O:18])[CH2:5][S:6]([CH2:9][C:10]1[CH:15]=[CH:14][CH:13]=[CH:12][CH:11]=1)(=[O:8])=[O:7])([OH:3])=O.CN(C(ON1N=[N:40][C:35]2[CH:36]=[CH:37]C=[N:39][C:34]1=2)=[N+](C)C)C.F[P-](F)(F)(F)(F)F.Cl.NC1(C#N)CC1.CN1CCOCC1. Product: [C:34]([C:35]1([NH:40][C:1]([C@@H:4]([O:16][C:17]([N:19]2[CH2:24][CH2:23][O:22][CH2:21][CH2:20]2)=[O:18])[CH2:5][S:6]([CH2:9][C:10]2[CH:15]=[CH:14][CH:13]=[CH:12][CH:11]=2)(=[O:8])=[O:7])=[O:3])[CH2:37][CH2:36]1)#[N:39]. The catalyst class is: 399. (3) Product: [Br-:1].[CH3:13][C:9]1([CH3:14])[CH2:8][CH2:7][C:6]([CH3:16])([CH3:15])[C:5]2[CH:4]=[C:3]([C:2]3[CH:34]=[CH:33][CH:32]=[CH:31][C:30]=3[P+:23]([CH3:36])([C:17]3[CH:22]=[CH:21][CH:20]=[CH:19][CH:18]=3)[C:24]3[CH:29]=[CH:28][CH:27]=[CH:26][CH:25]=3)[CH:12]=[CH:11][C:10]1=2. The catalyst class is: 4. Reactant: [Br:1][CH2:2][C:3]1[CH:4]=[C:5]2[C:10](=[CH:11][CH:12]=1)[C:9]([CH3:14])([CH3:13])[CH2:8][CH2:7][C:6]2([CH3:16])[CH3:15].[C:17]1([P:23]([C:30]2C=[CH:34][CH:33]=[CH:32][CH:31]=2)[C:24]2[CH:29]=[CH:28][CH:27]=[CH:26][CH:25]=2)[CH:22]=[CH:21][CH:20]=[CH:19][CH:18]=1.[CH2:36](OCC)C. (4) Reactant: [Na].[Br:2][C:3]1[S:7][C:6]([CH:8]=O)=[CH:5][CH:4]=1.[N:10]([CH2:13][C:14]([O:16][CH2:17][CH3:18])=[O:15])=[N+:11]=[N-:12]. Product: [N:10]([C:13](=[CH:8][C:6]1[S:7][C:3]([Br:2])=[CH:4][CH:5]=1)[C:14]([O:16][CH2:17][CH3:18])=[O:15])=[N+:11]=[N-:12]. The catalyst class is: 14. (5) Reactant: [C:1]([CH:5]1[N:14]2[C:9](=[CH:10][C:11](=[O:20])[C:12]([C:15]([O:17][CH2:18][CH3:19])=[O:16])=[CH:13]2)[C:8]2[CH:21]=[C:22]([O:26][CH3:27])[C:23]([OH:25])=[CH:24][C:7]=2[CH2:6]1)([CH3:4])([CH3:3])[CH3:2].Br[CH2:29][CH2:30][CH2:31][CH2:32][O:33][CH2:34][C:35]1[CH:40]=[CH:39][CH:38]=[CH:37][CH:36]=1.C([O-])([O-])=O.[K+].[K+]. The catalyst class is: 3. Product: [CH2:34]([O:33][CH2:32][CH2:31][CH2:30][CH2:29][O:25][C:23]1[C:22]([O:26][CH3:27])=[CH:21][C:8]2[C:9]3[N:14]([CH:5]([C:1]([CH3:2])([CH3:3])[CH3:4])[CH2:6][C:7]=2[CH:24]=1)[CH:13]=[C:12]([C:15]([O:17][CH2:18][CH3:19])=[O:16])[C:11](=[O:20])[CH:10]=3)[C:35]1[CH:40]=[CH:39][CH:38]=[CH:37][CH:36]=1.